This data is from Forward reaction prediction with 1.9M reactions from USPTO patents (1976-2016). The task is: Predict the product of the given reaction. (1) Given the reactants [C:1]([OH:9])(=O)[C:2]1[CH:7]=[CH:6][N:5]=[CH:4][CH:3]=1.C(Cl)(=O)C(Cl)=O.C(N(CC)CC)C.[CH3:23][C@H:24]1[CH2:33][C@H:32]([NH:34][C:35]2[CH:40]=[CH:39][CH:38]=[CH:37][CH:36]=2)[C:31]2[C:26](=[CH:27][CH:28]=[CH:29][CH:30]=2)[NH:25]1, predict the reaction product. The product is: [C:1]([N:25]1[C:26]2[C:31](=[CH:30][CH:29]=[CH:28][CH:27]=2)[C@H:32]([NH:34][C:35]2[CH:40]=[CH:39][CH:38]=[CH:37][CH:36]=2)[CH2:33][C@@H:24]1[CH3:23])(=[O:9])[C:2]1[CH:3]=[CH:4][N:5]=[CH:6][CH:7]=1. (2) The product is: [P:12]([O:1][C:2]1[CH:9]=[CH:8][C:7]([CH3:10])=[CH:6][C:3]=1[CH:4]=[O:5])([O:17][CH2:18][CH3:19])([O:14][CH2:15][CH3:16])=[O:13]. Given the reactants [OH:1][C:2]1[CH:9]=[CH:8][C:7]([CH3:10])=[CH:6][C:3]=1[CH:4]=[O:5].Cl.[P:12](Cl)([O:17][CH2:18][CH3:19])([O:14][CH2:15][CH3:16])=[O:13], predict the reaction product.